Dataset: Reaction yield outcomes from USPTO patents with 853,638 reactions. Task: Predict the reaction yield, written as a fraction of the theoretical maximum amount of product (1.0 means a 100% yield; for example, 0.34 means a 34% yield). (1) The reactants are FC(F)(F)S(O[C:7]1[CH:12]=[CH:11][C:10]([CH2:13][C:14]#[N:15])=[CH:9][C:8]=1[CH2:16][CH3:17])(=O)=O.[CH3:20][O:21][C:22]1[CH:27]=[CH:26][C:25](B(O)O)=[CH:24][CH:23]=1.C(=O)([O-])[O-].[Na+].[Na+]. No catalyst specified. The product is [CH2:16]([C:8]1[CH:9]=[C:10]([CH2:13][C:14]#[N:15])[CH:11]=[CH:12][C:7]=1[C:25]1[CH:26]=[CH:27][C:22]([O:21][CH3:20])=[CH:23][CH:24]=1)[CH3:17]. The yield is 0.660. (2) The reactants are [F:1][C:2]1[CH:7]=[CH:6][C:5]([N:8]2[C:16]3[C:11](=[CH:12][C:13](CO)=[C:14]([CH:17]([CH3:19])[CH3:18])[CH:15]=3)[CH:10]=[N:9]2)=[CH:4][CH:3]=1.[CH3:22][O:23][C:24]([O:28][Si](C)(C)C)=[C:25]([CH3:27])[CH3:26].[CH2:33](Cl)Cl. The catalyst is Cl[Ti](Cl)(Cl)Cl. The product is [F:1][C:2]1[CH:3]=[CH:4][C:5]([N:8]2[C:16]3[C:11](=[CH:12][C:13]([CH2:26][C:25]([CH3:33])([CH3:27])[C:24]([O:23][CH3:22])=[O:28])=[C:14]([CH:17]([CH3:19])[CH3:18])[CH:15]=3)[CH:10]=[N:9]2)=[CH:6][CH:7]=1. The yield is 0.470.